Dataset: Forward reaction prediction with 1.9M reactions from USPTO patents (1976-2016). Task: Predict the product of the given reaction. Given the reactants [CH3:1][NH:2][N:3]=[C:4]([CH3:10])[CH2:5][S:6]([CH3:9])(=[O:8])=[O:7].O1CCCC1.C(N(CC)CC)C.[Cl:23][C:24]1[CH:29]=[CH:28][C:27]([C:30]2[CH:31]=[CH:32][C:33]([CH2:41][CH3:42])=[C:34]([C:36](=[O:40])[C:37](Cl)=[O:38])[CH:35]=2)=[CH:26][CH:25]=1, predict the reaction product. The product is: [Cl:23][C:24]1[CH:29]=[CH:28][C:27]([C:30]2[CH:31]=[CH:32][C:33]([CH2:41][CH3:42])=[C:34]([C:36](=[O:40])[C:37]([N:2]([CH3:1])[N:3]=[C:4]([CH3:10])[CH2:5][S:6]([CH3:9])(=[O:8])=[O:7])=[O:38])[CH:35]=2)=[CH:26][CH:25]=1.